From a dataset of Full USPTO retrosynthesis dataset with 1.9M reactions from patents (1976-2016). Predict the reactants needed to synthesize the given product. (1) Given the product [O:60]=[S:2]1(=[O:1])[CH2:3][CH2:4][N:5]([CH2:8][CH2:9][CH2:10][NH:11][CH2:12][C@:13]23[CH2:56][CH2:55][C@@H:54]([C:57]([CH3:59])=[CH2:58])[C@@H:14]2[C@@H:15]2[C@@:28]([CH3:31])([CH2:29][CH2:30]3)[C@@:27]3([CH3:32])[C@@H:18]([C@:19]4([CH3:53])[C@@H:24]([CH2:25][CH2:26]3)[C:23]([CH3:34])([CH3:33])[C:22]([C:35]3[CH2:40][CH2:39][C@:38]([CH2:51][F:52])([C:41]([OH:43])=[O:42])[CH2:37][CH:36]=3)=[CH:21][CH2:20]4)[CH2:17][CH2:16]2)[CH2:6][CH2:7]1, predict the reactants needed to synthesize it. The reactants are: [O:1]=[S:2]1(=[O:60])[CH2:7][CH2:6][N:5]([CH2:8][CH2:9][CH2:10][NH:11][CH2:12][C@:13]23[CH2:56][CH2:55][C@@H:54]([C:57]([CH3:59])=[CH2:58])[C@@H:14]2[C@@H:15]2[C@@:28]([CH3:31])([CH2:29][CH2:30]3)[C@@:27]3([CH3:32])[C@@H:18]([C@:19]4([CH3:53])[C@@H:24]([CH2:25][CH2:26]3)[C:23]([CH3:34])([CH3:33])[C:22]([C:35]3[CH2:40][CH2:39][C@:38]([CH2:51][F:52])([C:41]([O:43]CC5C=CC=CC=5)=[O:42])[CH2:37][CH:36]=3)=[CH:21][CH2:20]4)[CH2:17][CH2:16]2)[CH2:4][CH2:3]1.[OH-].[Na+]. (2) Given the product [C:12]([O:8][C:7](=[O:9])[C:6]1[CH:10]=[CH:11][C:3]([C:1]#[N:2])=[CH:4][CH:5]=1)([CH3:18])([CH3:17])[CH3:13], predict the reactants needed to synthesize it. The reactants are: [C:1]([C:3]1[CH:11]=[CH:10][C:6]([C:7]([OH:9])=[O:8])=[CH:5][CH:4]=1)#[N:2].[C:12]1([CH3:18])[CH:17]=CC=C[CH:13]=1.C(OC(N(C)C)OC(C)(C)C)(C)(C)C. (3) Given the product [CH:1]([CH:11]=[CH:10][C:9]([OH:13])=[O:12])=[CH:2][C:3]1[CH:8]=[CH:7][CH:6]=[CH:5][CH:4]=1, predict the reactants needed to synthesize it. The reactants are: [CH2:1]=[CH:2][C:3]1[CH:8]=[CH:7][CH:6]=[CH:5][CH:4]=1.[C:9]([OH:13])(=[O:12])[CH:10]=[CH2:11].CN(C)C=O.N(C(C)(C)C#N)=NC(C)(C)C#N. (4) Given the product [C:28]([C:30]1[CH:31]=[C:32]([CH:40]([CH2:44][CH:45]2[CH2:46][CH2:47][CH2:48][CH2:49]2)[C:41]([NH:50][C:51]2[CH:56]=[CH:55][CH:54]=[CH:53][N:52]=2)=[O:42])[CH:33]=[CH:34][C:35]=1[S:36]([CH3:39])(=[O:38])=[O:37])#[N:29], predict the reactants needed to synthesize it. The reactants are: C1(P(C2C=CC=CC=2)C2C=CC=CC=2)C=CC=CC=1.BrN1C(=O)CCC1=O.[C:28]([C:30]1[CH:31]=[C:32]([CH:40]([CH2:44][CH:45]2[CH2:49][CH2:48][CH2:47][CH2:46]2)[C:41](O)=[O:42])[CH:33]=[CH:34][C:35]=1[S:36]([CH3:39])(=[O:38])=[O:37])#[N:29].[NH2:50][C:51]1[CH:56]=[CH:55][CH:54]=[CH:53][N:52]=1. (5) The reactants are: [F:1][C:2]([F:14])([F:13])[O:3][C:4]1[CH:5]=[C:6](B(O)O)[CH:7]=[CH:8][CH:9]=1.Br[C:16]1[C:24]2[C:19](=[CH:20][C:21]([S:25]([N:28](CC3C=CC(OC)=CC=3OC)[C:29]3[S:33][N:32]=[CH:31][N:30]=3)(=[O:27])=[O:26])=[CH:22][CH:23]=2)[N:18]([CH3:45])[CH:17]=1. Given the product [CH3:45][N:18]1[C:19]2[C:24](=[CH:23][CH:22]=[C:21]([S:25]([NH:28][C:29]3[S:33][N:32]=[CH:31][N:30]=3)(=[O:26])=[O:27])[CH:20]=2)[C:16]([C:6]2[CH:7]=[CH:8][CH:9]=[C:4]([O:3][C:2]([F:14])([F:13])[F:1])[CH:5]=2)=[CH:17]1, predict the reactants needed to synthesize it. (6) The reactants are: [H-].[Na+].[Cl:3][C:4]1[CH:5]=[C:6]([CH:17]=[C:18]([Cl:20])[CH:19]=1)[O:7][C:8]1[C:9]([CH2:15][CH3:16])=[N:10][NH:11][C:12]=1[CH2:13][CH3:14].[H][H].Cl[CH2:24][C:25](=[O:32])[CH2:26][C:27]([O:29][CH2:30][CH3:31])=[O:28]. Given the product [Cl:3][C:4]1[CH:5]=[C:6]([CH:17]=[C:18]([Cl:20])[CH:19]=1)[O:7][C:8]1[C:12]([CH2:13][CH3:14])=[N:11][N:10]([CH2:24][C:25](=[O:32])[CH2:26][C:27]([O:29][CH2:30][CH3:31])=[O:28])[C:9]=1[CH2:15][CH3:16], predict the reactants needed to synthesize it. (7) Given the product [Cl:21][C:18]1[CH:17]=[CH:16][C:15]([CH2:14][C:12]2[N:13]=[C:8]([CH2:1][CH:2]([CH3:4])[CH3:3])[C:9]3[N:24]=[C:23]([C:25]4[CH:26]=[C:27]([CH3:34])[C:28]([O:32][CH3:33])=[C:29]([CH3:31])[CH:30]=4)[O:22][C:10]=3[N:11]=2)=[CH:20][CH:19]=1, predict the reactants needed to synthesize it. The reactants are: [CH2:1]([Mg]Br)[CH:2]([CH3:4])[CH3:3].Cl[C:8]1[C:9]2[N:24]=[C:23]([C:25]3[CH:30]=[C:29]([CH3:31])[C:28]([O:32][CH3:33])=[C:27]([CH3:34])[CH:26]=3)[O:22][C:10]=2[N:11]=[C:12]([CH2:14][C:15]2[CH:20]=[CH:19][C:18]([Cl:21])=[CH:17][CH:16]=2)[N:13]=1.C(OCC)C.C(O)(=O)CC(CC(O)=O)(C(O)=O)O.